Predict the product of the given reaction. From a dataset of Forward reaction prediction with 1.9M reactions from USPTO patents (1976-2016). (1) Given the reactants Br[C:2]1[C:3]([C:16]2[CH:21]=[CH:20][CH:19]=[CH:18][CH:17]=2)=[N:4][C:5]2[C:10]([N:11]=1)=[CH:9][C:8]([C:12]([O:14][CH3:15])=[O:13])=[CH:7][CH:6]=2.[CH3:22][N:23]1[CH2:29][CH2:28][CH2:27][NH:26][CH2:25][CH2:24]1.CCN(C(C)C)C(C)C, predict the reaction product. The product is: [CH3:22][N:23]1[CH2:29][CH2:28][CH2:27][N:26]([C:2]2[C:3]([C:16]3[CH:21]=[CH:20][CH:19]=[CH:18][CH:17]=3)=[N:4][C:5]3[C:10]([N:11]=2)=[CH:9][C:8]([C:12]([O:14][CH3:15])=[O:13])=[CH:7][CH:6]=3)[CH2:25][CH2:24]1. (2) Given the reactants [CH2:1]([O:3][C:4](=[O:34])[C:5]1[CH:10]=[CH:9][CH:8]=[C:7]([N:11]2[C:15](C)=[CH:14][CH:13]=[C:12]2[C:17]2[CH:22]=[C:21]([Br:23])[CH:20]=[CH:19][C:18]=2[O:24]CC2C=CC(OC)=CC=2)[CH:6]=1)[CH3:2].O1CCOC[CH2:36]1, predict the reaction product. The product is: [CH2:1]([O:3][C:4](=[O:34])[C:5]1[CH:10]=[CH:9][CH:8]=[C:7]([N:11]2[CH:15]=[CH:14][C:13]([CH3:36])=[C:12]2[C:17]2[CH:22]=[C:21]([Br:23])[CH:20]=[CH:19][C:18]=2[OH:24])[CH:6]=1)[CH3:2]. (3) Given the reactants [Cl:1][C:2]1[CH:3]=[CH:4][C:5]2[C:11](=[O:12])[CH2:10][CH2:9][C:8](=[O:13])[NH:7][C:6]=2[CH:14]=1.[C:15](=O)([O-])[O-].[Cs+].[Cs+].CI, predict the reaction product. The product is: [Cl:1][C:2]1[CH:3]=[CH:4][C:5]2[C:11](=[O:12])[CH2:10][CH2:9][C:8](=[O:13])[N:7]([CH3:15])[C:6]=2[CH:14]=1. (4) Given the reactants [NH2:1][C:2]1[C:3]([C:10]([O:12][CH3:13])=[O:11])=[N:4][C:5](Br)=[C:6]([F:8])[CH:7]=1.[F:14][C:15]1[CH:20]=[C:19]([O:21][CH:22]([CH3:24])[CH3:23])[CH:18]=[C:17]([F:25])[C:16]=1B1OC(C)(C)C(C)(C)O1, predict the reaction product. The product is: [NH2:1][C:2]1[C:3]([C:10]([O:12][CH3:13])=[O:11])=[N:4][C:5]([C:16]2[C:17]([F:25])=[CH:18][C:19]([O:21][CH:22]([CH3:23])[CH3:24])=[CH:20][C:15]=2[F:14])=[C:6]([F:8])[CH:7]=1. (5) The product is: [I:15][C:16]1[CH:21]=[CH:20][C:19]([CH2:22][O:1][C:2]2[N:6]([C:7]3[CH:12]=[C:11]([C:13]#[N:14])[CH:10]=[CH:9][N:8]=3)[N:5]=[CH:4][CH:3]=2)=[C:18]([O:24][CH3:25])[CH:17]=1. Given the reactants [OH:1][C:2]1[N:6]([C:7]2[CH:12]=[C:11]([C:13]#[N:14])[CH:10]=[CH:9][N:8]=2)[N:5]=[CH:4][CH:3]=1.[I:15][C:16]1[CH:21]=[CH:20][C:19]([CH2:22]O)=[C:18]([O:24][CH3:25])[CH:17]=1, predict the reaction product. (6) Given the reactants Br[C:2]1[CH:7]=[CH:6][C:5](Br)=[CH:4][C:3]=1[F:9].[Li]CCCC.C(O[B:19]1[O:23][C:22]([CH3:25])([CH3:24])[C:21]([CH3:27])([CH3:26])[O:20]1)(C)C.[CH3:28][Si:29](Cl)([CH3:31])[CH3:30].[NH4+].[Cl-], predict the reaction product. The product is: [F:9][C:3]1[CH:4]=[C:5]([Si:29]([CH3:31])([CH3:30])[CH3:28])[CH:6]=[CH:7][C:2]=1[B:19]1[O:23][C:22]([CH3:25])([CH3:24])[C:21]([CH3:27])([CH3:26])[O:20]1. (7) Given the reactants [NH2:1][C:2]1[CH:10]=[C:9]2[C:5]([CH:6]=[N:7][NH:8]2)=[CH:4][CH:3]=1.[CH2:11]([CH:18]1[CH2:23][CH2:22][N:21]([C:24](=[O:28])[C:25](O)=[O:26])[CH2:20][CH2:19]1)[C:12]1[CH:17]=[CH:16][CH:15]=[CH:14][CH:13]=1, predict the reaction product. The product is: [CH2:11]([CH:18]1[CH2:19][CH2:20][N:21]([C:24](=[O:28])[C:25]([NH:1][C:2]2[CH:10]=[C:9]3[C:5]([CH:6]=[N:7][NH:8]3)=[CH:4][CH:3]=2)=[O:26])[CH2:22][CH2:23]1)[C:12]1[CH:13]=[CH:14][CH:15]=[CH:16][CH:17]=1. (8) Given the reactants [CH2:1]([N:3]([C:29](=O)[C:30]1[CH:35]=[CH:34][C:33]([OH:36])=[CH:32][CH:31]=1)[C:4]1[CH:9]=[C:8]([O:10][CH3:11])[CH:7]=[CH:6][C:5]=1[C@@H:12]1[CH2:21][CH2:20][C:19]2[CH:18]=[C:17]([O:22]C(=O)C(C)(C)C)[CH:16]=[CH:15][C:14]=2[CH2:13]1)[CH3:2].Cl[CH2:39][C:40]([N:42]([CH3:49])[CH2:43][C@@H:44]1[CH2:48][CH2:47][CH2:46][O:45]1)=O, predict the reaction product. The product is: [CH2:1]([N:3]([CH2:29][C:30]1[CH:31]=[CH:32][C:33]([O:36][CH2:39][CH2:40][N:42]([CH3:49])[CH2:43][C@@H:44]2[CH2:48][CH2:47][CH2:46][O:45]2)=[CH:34][CH:35]=1)[C:4]1[CH:9]=[C:8]([O:10][CH3:11])[CH:7]=[CH:6][C:5]=1[C@@H:12]1[CH2:21][CH2:20][C:19]2[CH:18]=[C:17]([OH:22])[CH:16]=[CH:15][C:14]=2[CH2:13]1)[CH3:2].